This data is from Forward reaction prediction with 1.9M reactions from USPTO patents (1976-2016). The task is: Predict the product of the given reaction. Given the reactants Cl[C:2]1[N:7]=[CH:6][C:5]([S:8]([N:11]2[CH2:20][CH2:19][C:18]3[C@:13]([CH2:31][O:32][CH3:33])([CH2:14][C:15]4[CH:23]=[N:22][N:21]([C:24]5[CH:29]=[CH:28][C:27]([F:30])=[CH:26][CH:25]=5)[C:16]=4[CH:17]=3)[CH2:12]2)(=[O:10])=[O:9])=[CH:4][CH:3]=1.[CH3:34][NH2:35], predict the reaction product. The product is: [F:30][C:27]1[CH:28]=[CH:29][C:24]([N:21]2[C:16]3[CH:17]=[C:18]4[C@:13]([CH2:31][O:32][CH3:33])([CH2:14][C:15]=3[CH:23]=[N:22]2)[CH2:12][N:11]([S:8]([C:5]2[CH:6]=[N:7][C:2]([NH:35][CH3:34])=[CH:3][CH:4]=2)(=[O:10])=[O:9])[CH2:20][CH2:19]4)=[CH:25][CH:26]=1.